The task is: Predict which catalyst facilitates the given reaction.. This data is from Catalyst prediction with 721,799 reactions and 888 catalyst types from USPTO. Reactant: [N+:1]([C:4]1[CH:9]=[CH:8][CH:7]=[CH:6][C:5]=1B(O)O)([O-:3])=[O:2].[CH2:13]([O:20][C:21]1[CH:22]=[CH:23][C:24](Br)=[N:25][CH:26]=1)[C:14]1[CH:19]=[CH:18][CH:17]=[CH:16][CH:15]=1.C(=O)([O-])[O-].[K+].[K+].O. The catalyst class is: 122. Product: [CH2:13]([O:20][C:21]1[CH:22]=[CH:23][C:24]([C:5]2[CH:6]=[CH:7][CH:8]=[CH:9][C:4]=2[N+:1]([O-:3])=[O:2])=[N:25][CH:26]=1)[C:14]1[CH:15]=[CH:16][CH:17]=[CH:18][CH:19]=1.